From a dataset of Reaction yield outcomes from USPTO patents with 853,638 reactions. Predict the reaction yield, written as a fraction of the theoretical maximum amount of product (1.0 means a 100% yield; for example, 0.34 means a 34% yield). (1) The reactants are [Cl:1][C:2]1[C:3]([F:29])=[CH:4][C:5]([C:27]#[N:28])=[C:6]([CH:26]=1)[O:7][C@@H:8]([C:20]1[N:21]([CH3:25])[CH:22]=[CH:23][N:24]=1)[CH2:9][CH2:10][CH2:11][NH:12]C(=O)OC(C)(C)C. The catalyst is Cl.O1CCOCC1. The product is [ClH:1].[NH2:12][CH2:11][CH2:10][CH2:9][C@@H:8]([O:7][C:6]1[CH:26]=[C:2]([Cl:1])[C:3]([F:29])=[CH:4][C:5]=1[C:27]#[N:28])[C:20]1[N:21]([CH3:25])[CH:22]=[CH:23][N:24]=1. The yield is 0.700. (2) The product is [CH:1]1([C:4]([NH:6][C:7]2[N:8]=[C:9]3[CH:14]=[CH:13][C:12]([O:15][C:16]4[CH:17]=[C:18]([CH:23]=[CH:24][CH:25]=4)[C:19]([OH:21])=[O:20])=[N:11][N:10]3[CH:26]=2)=[O:5])[CH2:3][CH2:2]1. The yield is 0.690. The reactants are [CH:1]1([C:4]([NH:6][C:7]2[N:8]=[C:9]3[CH:14]=[CH:13][C:12]([O:15][C:16]4[CH:17]=[C:18]([CH:23]=[CH:24][CH:25]=4)[C:19]([O:21]C)=[O:20])=[N:11][N:10]3[CH:26]=2)=[O:5])[CH2:3][CH2:2]1.[OH-].[Na+].Cl. The catalyst is O1CCCC1. (3) The reactants are C[C:2]1([C:21]([OH:23])=O)[CH2:17][C:10]2([N+:18]([O-:20])=[O:19])[C:11]3[C:16]([CH:3]1[C:4]1[C:9]2=[CH:8][CH:7]=[CH:6][CH:5]=1)=[CH:15][CH:14]=[CH:13][CH:12]=3.BrC1C=C(C2[N:32]=C(N)SC=2)C=CC=1. No catalyst specified. The product is [N+:18]([C:10]12[CH2:17][CH:2]([C:21]([NH2:32])=[O:23])[CH:3]([C:4]3[C:9]1=[CH:8][CH:7]=[CH:6][CH:5]=3)[C:16]1[C:11]2=[CH:12][CH:13]=[CH:14][CH:15]=1)([O-:20])=[O:19]. The yield is 0.490. (4) The reactants are [NH:1]1[CH:5]=[CH:4][N:3]=[CH:2]1.[H-].[Na+].Cl[C:9]1[C:14]([I:15])=[CH:13][N:12]=[CH:11][N:10]=1. The catalyst is C1COCC1. The product is [N:1]1([C:9]2[C:14]([I:15])=[CH:13][N:12]=[CH:11][N:10]=2)[CH:5]=[CH:4][N:3]=[CH:2]1. The yield is 0.521. (5) The reactants are [F:1][C:2]1[CH:7]=[C:6]([N:8]2[CH2:12][CH:11]([CH2:13][NH:14][C:15](=[O:17])[CH3:16])[O:10][C:9]2=[O:18])[CH:5]=[CH:4][C:3]=1[C:19]1[CH:24]=[CH:23][C:22]([CH2:25][OH:26])=[CH:21][CH:20]=1.C(N(CC)CC)C.[CH3:34][S:35](Cl)(=[O:37])=[O:36].O. The catalyst is C(Cl)Cl. The product is [C:15]([NH:14][CH2:13][CH:11]1[O:10][C:9](=[O:18])[N:8]([C:6]2[CH:5]=[CH:4][C:3]([C:19]3[CH:24]=[CH:23][C:22]([CH2:25][O:26][S:35]([CH3:34])(=[O:37])=[O:36])=[CH:21][CH:20]=3)=[C:2]([F:1])[CH:7]=2)[CH2:12]1)(=[O:17])[CH3:16]. The yield is 0.780. (6) The reactants are [CH3:1][O:2][C:3](=[O:28])[CH2:4][C:5]1[CH:10]=[C:9]([Br:11])[C:8]([O:12][C:13]2[CH:18]=[C:17]([CH:19]([CH3:21])[CH3:20])[C:16]([O:22][CH3:23])=[C:15]([N+:24]([O-])=O)[CH:14]=2)=[C:7]([Br:27])[CH:6]=1.S(S([O-])=O)([O-])=O.[Na+].[Na+].CCCCCCC. The catalyst is C(O)C.C(OCC)(=O)C. The product is [Br:11][C:9]1[CH:10]=[C:5]([CH2:4][C:3]([O:2][CH3:1])=[O:28])[CH:6]=[C:7]([Br:27])[C:8]=1[O:12][C:13]1[CH:18]=[C:17]([CH:19]([CH3:20])[CH3:21])[C:16]([O:22][CH3:23])=[C:15]([NH2:24])[CH:14]=1. The yield is 0.440. (7) The reactants are Br[C:2]1[CH:7]=[CH:6][C:5]([C:8]2([O:11][CH2:12][C:13]3[CH:18]=[CH:17][CH:16]=[CH:15][CH:14]=3)[CH2:10][CH2:9]2)=[C:4]([CH3:19])[CH:3]=1.[CH3:20][Si:21]([C:24]#[CH:25])([CH3:23])[CH3:22]. The catalyst is C(N(CC)CC)C.[Cu]I.Cl[Pd](Cl)([P](C1C=CC=CC=1)(C1C=CC=CC=1)C1C=CC=CC=1)[P](C1C=CC=CC=1)(C1C=CC=CC=1)C1C=CC=CC=1. The product is [CH2:12]([O:11][C:8]1([C:5]2[CH:6]=[CH:7][C:2]([C:25]#[C:24][Si:21]([CH3:23])([CH3:22])[CH3:20])=[CH:3][C:4]=2[CH3:19])[CH2:10][CH2:9]1)[C:13]1[CH:18]=[CH:17][CH:16]=[CH:15][CH:14]=1. The yield is 0.890. (8) The reactants are [F:1][C:2]([F:29])([F:28])[C:3]1[CH:23]=[C:22]([C:24]([F:27])([F:26])[F:25])[CH:21]=[CH:20][C:4]=1[CH2:5][O:6][C:7]1[CH:14]=[CH:13][C:10]([CH:11]=O)=[CH:9][C:8]=1[O:15][CH2:16][CH:17]([CH3:19])[CH3:18].[CH3:30][NH:31][C:32]1[CH2:36][S:35][C:34](=[O:37])[N:33]=1.CC(C)([O-])C.[K+]. The catalyst is C(O)C. The product is [F:1][C:2]([F:28])([F:29])[C:3]1[CH:23]=[C:22]([C:24]([F:27])([F:26])[F:25])[CH:21]=[CH:20][C:4]=1[CH2:5][O:6][C:7]1[CH:14]=[CH:13][C:10](/[CH:11]=[C:36]2/[C:32]([NH:31][CH3:30])=[N:33][C:34](=[O:37])[S:35]/2)=[CH:9][C:8]=1[O:15][CH2:16][CH:17]([CH3:19])[CH3:18]. The yield is 0.590. (9) The reactants are C([O:8][C:9](=[O:17])[C@@:10]1([C:13]([F:16])([F:15])[F:14])[O:12][CH2:11]1)C1C=CC=CC=1.[H][H]. The catalyst is [Pt]=O.CO. The product is [O:12]1[CH2:11][C@@:10]1([C:13]([F:16])([F:15])[F:14])[C:9]([OH:17])=[O:8]. The yield is 0.900.